This data is from Reaction yield outcomes from USPTO patents with 853,638 reactions. The task is: Predict the reaction yield, written as a fraction of the theoretical maximum amount of product (1.0 means a 100% yield; for example, 0.34 means a 34% yield). (1) The yield is 0.820. The product is [F:1][C:2]1([F:13])[O:6][C:5]2[CH:7]=[CH:8][C:9]([CH:11]=[CH:15][C:14]([O:20][CH2:21][CH3:22])=[O:19])=[CH:10][C:4]=2[O:3]1. The reactants are [F:1][C:2]1([F:13])[O:6][C:5]2[CH:7]=[CH:8][C:9]([CH:11]=O)=[CH:10][C:4]=2[O:3]1.[C:14]([O:20][CH2:21][CH3:22])(=[O:19])[CH2:15]C([O-])=O. No catalyst specified. (2) The reactants are [Cl:1][C:2]1[C:3]([CH3:14])=[C:4]([C:10]([Cl:13])=[CH:11][CH:12]=1)[C:5]([O:7][CH2:8][CH3:9])=[O:6].[Br:15]N1C(=O)CCC1=O.N(C(C)(C)C#N)=NC(C)(C)C#N. The catalyst is C(Cl)(Cl)Cl.ClCCl. The product is [Br:15][CH2:14][C:3]1[C:2]([Cl:1])=[CH:12][CH:11]=[C:10]([Cl:13])[C:4]=1[C:5]([O:7][CH2:8][CH3:9])=[O:6]. The yield is 1.00. (3) The reactants are C([O:5][C:6](=[O:18])[CH2:7][CH:8]([NH:11][C:12]([O:14][CH2:15][CH:16]=[CH2:17])=[O:13])[CH2:9][OH:10])(C)(C)C. The catalyst is C(O)CCC. The product is [CH2:15]([O:14][C:12](=[O:13])[NH:11][CH:8]1[CH2:7][C:6](=[O:5])[O:18][CH:9]1[O:10][CH2:6][CH2:7][CH2:8][CH3:9])[CH:16]=[CH2:17]. The yield is 0.290. (4) The reactants are [F:1][C:2]1[CH:3]=[C:4]2[C:8](=[C:9]([C:12]([OH:14])=O)[C:10]=1[F:11])[NH:7][CH:6]=[CH:5]2.CN(C(ON1N=NC2C=CC=CC1=2)=[N+](C)C)C.[B-](F)(F)(F)F.C(N(CC)C(C)C)(C)C.[C:46]([C:50]1[CH:67]=[CH:66][C:53]([CH2:54][NH:55][CH2:56][CH:57]([C:59]2[CH:64]=[CH:63][C:62]([F:65])=[CH:61][CH:60]=2)[OH:58])=[CH:52][CH:51]=1)([CH3:49])([CH3:48])[CH3:47]. The catalyst is CN(C=O)C.O. The product is [C:46]([C:50]1[CH:67]=[CH:66][C:53]([CH2:54][N:55]([CH2:56][CH:57]([C:59]2[CH:60]=[CH:61][C:62]([F:65])=[CH:63][CH:64]=2)[OH:58])[C:12]([C:9]2[C:10]([F:11])=[C:2]([F:1])[CH:3]=[C:4]3[C:8]=2[NH:7][CH:6]=[CH:5]3)=[O:14])=[CH:52][CH:51]=1)([CH3:49])([CH3:47])[CH3:48]. The yield is 0.470. (5) The reactants are [CH2:1]([N:8]1[CH:12]=[CH:11][N:10]=[CH:9]1)[C:2]1[CH:7]=[CH:6][CH:5]=[CH:4][CH:3]=1.[Cl:13][CH2:14][CH:15]([OH:18])[CH2:16][OH:17]. The catalyst is CO. The product is [Cl-:13].[OH:18][CH:15]([CH2:16][OH:17])[CH2:14][N+:10]1[CH:11]=[CH:12][N:8]([CH2:1][C:2]2[CH:3]=[CH:4][CH:5]=[CH:6][CH:7]=2)[CH:9]=1. The yield is 0.970. (6) The reactants are [NH2:1][C:2]1[N:3]=[C:4]([CH3:27])[C:5]2=[C:6]([CH2:8][C@H:9]([C:19]3[CH:24]=[CH:23][C:22]([F:25])=[CH:21][C:20]=3Br)[NH:10]/[C:11]/2=[N:12]\[O:13][CH2:14][C:15]([O:17]C)=[O:16])[N:7]=1.[CH3:28][O:29][C:30]1[N:35]=[C:34](B2OCCN(C3C=CC=CC=3)CCO2)[CH:33]=[CH:32][CH:31]=1.C([O-])([O-])=O.[Na+].[Na+]. The catalyst is CC(N(C)C)=O.C1C=CC(P(C2C=CC=CC=2)[C-]2C=CC=C2)=CC=1.C1C=CC(P(C2C=CC=CC=2)[C-]2C=CC=C2)=CC=1.Cl[Pd]Cl.[Fe+2]. The product is [NH2:1][C:2]1[N:3]=[C:4]([CH3:27])[C:5]2=[C:6]([CH2:8][C@H:9]([C:19]3[CH:24]=[CH:23][C:22]([F:25])=[CH:21][C:20]=3[C:34]3[CH:33]=[CH:32][CH:31]=[C:30]([O:29][CH3:28])[N:35]=3)[NH:10]/[C:11]/2=[N:12]\[O:13][CH2:14][C:15]([OH:17])=[O:16])[N:7]=1. The yield is 0.310.